This data is from Reaction yield outcomes from USPTO patents with 853,638 reactions. The task is: Predict the reaction yield, written as a fraction of the theoretical maximum amount of product (1.0 means a 100% yield; for example, 0.34 means a 34% yield). (1) The reactants are [OH:1][N:2]1[C:6](=[O:7])[C:5]2=[CH:8][CH:9]=[CH:10][CH:11]=[C:4]2[C:3]1=[O:12].[CH:13]1([CH2:16]O)[CH2:15][CH2:14]1. No catalyst specified. The product is [CH:13]1([CH2:16][O:1][N:2]2[C:3](=[O:12])[C:4]3[C:5](=[CH:8][CH:9]=[CH:10][CH:11]=3)[C:6]2=[O:7])[CH2:15][CH2:14]1. The yield is 0.870. (2) The reactants are [Cl-].O[NH3+:3].[C:4](=[O:7])([O-])[OH:5].[Na+].CS(C)=O.[CH2:13]([C:17]1[N:18]=[C:19]([CH3:48])[N:20]([C:39]2[CH:44]=[CH:43][CH:42]=[C:41]([CH:45]([CH3:47])[CH3:46])[CH:40]=2)[C:21](=[O:38])[C:22]=1[CH2:23][C:24]1[CH:29]=[CH:28][C:27]([C:30]2[C:31]([C:36]#[N:37])=[CH:32][CH:33]=[CH:34][CH:35]=2)=[CH:26][CH:25]=1)[CH2:14][CH2:15][CH3:16]. The catalyst is O.C(OCC)(=O)C. The product is [CH2:13]([C:17]1[N:18]=[C:19]([CH3:48])[N:20]([C:39]2[CH:44]=[CH:43][CH:42]=[C:41]([CH:45]([CH3:47])[CH3:46])[CH:40]=2)[C:21](=[O:38])[C:22]=1[CH2:23][C:24]1[CH:29]=[CH:28][C:27]([C:30]2[CH:35]=[CH:34][CH:33]=[CH:32][C:31]=2[C:36]2[NH:3][C:4](=[O:7])[O:5][N:37]=2)=[CH:26][CH:25]=1)[CH2:14][CH2:15][CH3:16]. The yield is 0.570. (3) The reactants are [O:1]1[C:5]2[CH:6]=[C:7]([C:10]3([C:13]([OH:15])=[O:14])[CH2:12][CH2:11]3)[CH:8]=[CH:9][C:4]=2[CH:3]=[CH:2]1. The catalyst is CO.O=[Pt]=O. The product is [O:1]1[C:5]2[CH:6]=[C:7]([C:10]3([C:13]([OH:15])=[O:14])[CH2:12][CH2:11]3)[CH:8]=[CH:9][C:4]=2[CH2:3][CH2:2]1. The yield is 0.420. (4) The reactants are Cl[C:2]1[N:7]([CH2:8][C:9]2[CH:14]=[CH:13][C:12]([C:15]3[C:16]([C:21]#[N:22])=[CH:17][CH:18]=[CH:19][CH:20]=3)=[CH:11][CH:10]=2)[C:6](=[O:23])[NH:5][C:4](=[O:24])[CH:3]=1.[Na].[F:26][C:27]([F:31])([F:30])[CH2:28][OH:29]. No catalyst specified. The product is [O:23]=[C:6]1[NH:5][C:4](=[O:24])[CH:3]=[C:2]([O:29][CH2:28][C:27]([F:31])([F:30])[F:26])[N:7]1[CH2:8][C:9]1[CH:14]=[CH:13][C:12]([C:15]2[C:16]([C:21]#[N:22])=[CH:17][CH:18]=[CH:19][CH:20]=2)=[CH:11][CH:10]=1. The yield is 0.300. (5) The reactants are [C:1]1([S:7]([N:10]2[C:14]3=[CH:15][N:16]=[CH:17][C:18]([Br:19])=[C:13]3[CH:12]=[CH:11]2)(=[O:9])=[O:8])[CH:6]=[CH:5][CH:4]=[CH:3][CH:2]=1.[CH:20]([N-]C(C)C)(C)C.[Li+].CI. The catalyst is C1COCC1. The product is [C:1]1([S:7]([N:10]2[C:14]3=[CH:15][N:16]=[CH:17][C:18]([Br:19])=[C:13]3[CH:12]=[C:11]2[CH3:20])(=[O:9])=[O:8])[CH:2]=[CH:3][CH:4]=[CH:5][CH:6]=1. The yield is 0.390.